From a dataset of Reaction yield outcomes from USPTO patents with 853,638 reactions. Predict the reaction yield, written as a fraction of the theoretical maximum amount of product (1.0 means a 100% yield; for example, 0.34 means a 34% yield). The reactants are [OH:1][C:2]1[CH:7]=[CH:6][C:5]([C:8]([CH2:11][C:12]([CH3:15])([CH3:14])[CH3:13])([CH3:10])[CH3:9])=[CH:4][C:3]=1[N:16]1[N:20]=[C:19]2[CH:21]=[CH:22][CH:23]=[CH:24][C:18]2=[N:17]1.[CH2:25]([Sn:29](=[O:34])[CH2:30][CH2:31][CH2:32][CH3:33])[CH2:26][CH2:27][CH3:28]. The catalyst is C1(C)C=CC=CC=1. The product is [CH2:25]([Sn:29]([CH2:30][CH2:31][CH2:32][CH3:33])([O:34][C:2]1[CH:7]=[CH:6][C:5]([C:8]([CH2:11][C:12]([CH3:13])([CH3:14])[CH3:15])([CH3:9])[CH3:10])=[CH:4][C:3]=1[N:16]1[N:17]=[C:18]2[CH:24]=[CH:23][CH:22]=[CH:21][C:19]2=[N:20]1)[O:1][C:2]1[CH:7]=[CH:6][C:5]([C:8]([CH2:11][C:12]([CH3:13])([CH3:14])[CH3:15])([CH3:9])[CH3:10])=[CH:4][C:3]=1[N:16]1[N:20]=[C:19]2[CH:21]=[CH:22][CH:23]=[CH:24][C:18]2=[N:17]1)[CH2:26][CH2:27][CH3:28]. The yield is 0.433.